Dataset: Catalyst prediction with 721,799 reactions and 888 catalyst types from USPTO. Task: Predict which catalyst facilitates the given reaction. (1) Reactant: [Cl:1][C:2]1[CH:7]=[CH:6][C:5]([C@@H:8]2[O:14][CH2:13][CH2:12][N:11]([C:15]([O:17][C:18]([CH3:21])([CH3:20])[CH3:19])=[O:16])[CH2:10][C@H:9]2[CH2:22][N:23]2[CH:28]=[CH:27][CH:26]=[C:25]([C:29]([O:31]C)=O)[C:24]2=[O:33])=[CH:4][C:3]=1[F:34].O.[NH2:36][NH2:37].O. Product: [Cl:1][C:2]1[CH:7]=[CH:6][C:5]([C@@H:8]2[O:14][CH2:13][CH2:12][N:11]([C:15]([O:17][C:18]([CH3:19])([CH3:21])[CH3:20])=[O:16])[CH2:10][C@H:9]2[CH2:22][N:23]2[CH:28]=[CH:27][CH:26]=[C:25]([C:29]([NH:36][NH2:37])=[O:31])[C:24]2=[O:33])=[CH:4][C:3]=1[F:34]. The catalyst class is: 8. (2) Reactant: [CH2:1]([C:5]1[CH:10]=[CH:9][C:8]([C:11]2[O:15][C:14]([C:16]3[CH:32]=[CH:31][C:19]([CH2:20][NH:21][C@@H:22]4[CH2:25][C@H:24]([C:26]([O:28]CC)=[O:27])[CH2:23]4)=[CH:18][CH:17]=3)=[N:13][N:12]=2)=[CH:7][CH:6]=1)[CH:2]([CH3:4])[CH3:3].[OH-].[Na+].[ClH:35]. Product: [ClH:35].[CH2:1]([C:5]1[CH:6]=[CH:7][C:8]([C:11]2[O:15][C:14]([C:16]3[CH:32]=[CH:31][C:19]([CH2:20][NH:21][C@@H:22]4[CH2:25][C@H:24]([C:26]([OH:28])=[O:27])[CH2:23]4)=[CH:18][CH:17]=3)=[N:13][N:12]=2)=[CH:9][CH:10]=1)[CH:2]([CH3:4])[CH3:3]. The catalyst class is: 5.